From a dataset of Forward reaction prediction with 1.9M reactions from USPTO patents (1976-2016). Predict the product of the given reaction. (1) Given the reactants C([O:3][C:4](=O)[C:5]1[C:10]([C:11]([F:14])([F:13])[F:12])=[CH:9][C:8]([C:15]2[CH:20]=[CH:19][C:18]([O:21][C:22]([F:25])([F:24])[F:23])=[CH:17][CH:16]=2)=[N:7][C:6]=1[CH2:26][CH:27]1[CH2:29][CH2:28]1)C.[H-].[Al+3].[Li+].[H-].[H-].[H-], predict the reaction product. The product is: [CH:27]1([CH2:26][C:6]2[C:5]([CH2:4][OH:3])=[C:10]([C:11]([F:12])([F:13])[F:14])[CH:9]=[C:8]([C:15]3[CH:16]=[CH:17][C:18]([O:21][C:22]([F:25])([F:23])[F:24])=[CH:19][CH:20]=3)[N:7]=2)[CH2:29][CH2:28]1. (2) The product is: [Cl:1][C:2]1[CH:3]=[CH:4][C:5]2[N:6]([C:10]([CH3:19])=[C:11]([C:13]3[CH:18]=[CH:17][CH:16]=[CH:15][CH:14]=3)[N:8]=2)[N:7]=1. Given the reactants [Cl:1][C:2]1[N:7]=[N:6][C:5]([NH2:8])=[CH:4][CH:3]=1.Br[CH:10]([CH3:19])[C:11]([C:13]1[CH:18]=[CH:17][CH:16]=[CH:15][CH:14]=1)=O, predict the reaction product.